Task: Predict the product of the given reaction.. Dataset: Forward reaction prediction with 1.9M reactions from USPTO patents (1976-2016) (1) The product is: [CH3:1][O:2][C:3]1[CH:4]=[C:5]2[C:10](=[CH:11][C:12]=1[O:13][CH3:14])[N:9]=[CH:8][N:7]=[C:6]2[O:15][C:16]1[CH:17]=[C:18]([NH:19][C:44]([NH:43][C:40]2[CH:39]=[C:38]([C:32]3[CH:33]=[CH:34][CH:35]=[CH:36][CH:37]=3)[O:42][N:41]=2)=[O:45])[CH:20]=[CH:21][CH:22]=1. Given the reactants [CH3:1][O:2][C:3]1[CH:4]=[C:5]2[C:10](=[CH:11][C:12]=1[O:13][CH3:14])[N:9]=[CH:8][N:7]=[C:6]2[O:15][C:16]1[CH:17]=[C:18]([CH:20]=[CH:21][CH:22]=1)[NH2:19].C(N(CC)C(C)C)(C)C.[C:32]1([C:38]2[O:42][N:41]=[C:40]([NH:43][C:44](=O)[O:45]C3C=CC=CC=3)[CH:39]=2)[CH:37]=[CH:36][CH:35]=[CH:34][CH:33]=1, predict the reaction product. (2) Given the reactants [C:1]([N:8]1[C:16]2[C:11](=[CH:12][CH:13]=[C:14]([O:17][CH3:18])[CH:15]=2)[CH:10]=[C:9]1B(O)O)([O:3][C:4]([CH3:7])([CH3:6])[CH3:5])=[O:2].I[C:23]1[CH:28]=[CH:27][C:26]([N:29]2[CH2:33][CH2:32][CH2:31][S:30]2(=[O:35])=[O:34])=[CH:25][CH:24]=1.C([O-])([O-])=O.[K+].[K+], predict the reaction product. The product is: [C:1]([N:8]1[C:16]2[C:11](=[CH:12][CH:13]=[C:14]([O:17][CH3:18])[CH:15]=2)[CH:10]=[C:9]1[C:23]1[CH:24]=[CH:25][C:26]([N:29]2[CH2:33][CH2:32][CH2:31][S:30]2(=[O:35])=[O:34])=[CH:27][CH:28]=1)([O:3][C:4]([CH3:7])([CH3:6])[CH3:5])=[O:2]. (3) Given the reactants [I:1][C:2]1[C:10]2[C:5](=[N:6][CH:7]=[N:8][C:9]=2[NH2:11])[N:4]([C@@H:12]2[CH2:16][CH2:15][NH:14][CH2:13]2)[N:3]=1.Cl.[CH:18]1([N:22]([CH3:29])[CH2:23]/[CH:24]=[CH:25]/[C:26](O)=[O:27])[CH2:21][CH2:20][CH2:19]1.CCN(C(C)C)C(C)C.CN(C(ON1N=NC2C=CC=CC1=2)=[N+](C)C)C.F[P-](F)(F)(F)(F)F, predict the reaction product. The product is: [NH2:11][C:9]1[N:8]=[CH:7][N:6]=[C:5]2[N:4]([C@@H:12]3[CH2:16][CH2:15][N:14]([C:26](=[O:27])/[CH:25]=[CH:24]/[CH2:23][N:22]([CH:18]4[CH2:21][CH2:20][CH2:19]4)[CH3:29])[CH2:13]3)[N:3]=[C:2]([I:1])[C:10]=12. (4) Given the reactants [OH:1][CH:2]([C:17]1[CH:22]=[CH:21][C:20]([C:23]2[N:27]=[C:26]([C:28]3[O:32][N:31]=[C:30]([C:33]4[CH:38]=[CH:37][CH:36]=[CH:35][CH:34]=4)[C:29]=3[C:39]([F:42])([F:41])[F:40])[O:25][N:24]=2)=[CH:19][CH:18]=1)[C:3]([NH:5][CH:6]1[CH2:9][N:8](C(OC(C)(C)C)=O)[CH2:7]1)=[O:4].[C:43]([OH:49])([C:45]([F:48])([F:47])[F:46])=[O:44], predict the reaction product. The product is: [NH:8]1[CH2:7][CH:6]([NH:5][C:3](=[O:4])[CH:2]([OH:1])[C:17]2[CH:22]=[CH:21][C:20]([C:23]3[N:27]=[C:26]([C:28]4[O:32][N:31]=[C:30]([C:33]5[CH:38]=[CH:37][CH:36]=[CH:35][CH:34]=5)[C:29]=4[C:39]([F:42])([F:40])[F:41])[O:25][N:24]=3)=[CH:19][CH:18]=2)[CH2:9]1.[C:43]([OH:49])([C:45]([F:48])([F:47])[F:46])=[O:44]. (5) Given the reactants [N:1]([CH2:4][CH2:5][NH:6][C:7](=[O:21])[CH2:8][CH2:9][CH2:10][CH2:11][CH2:12][CH2:13][CH2:14][CH2:15][CH2:16][CH2:17][CH2:18][CH2:19][CH3:20])=[N+:2]=[N-:3].N([CH2:25][CH2:26]N)=[N+]=[N-].C(N(CC)CC)C, predict the reaction product. The product is: [N:1]([CH2:4][CH2:5][NH:6][C:7](=[O:21])[C:8]1[CH:26]=[CH:25][C:11]([CH2:12][CH2:13][CH2:14][CH2:15][CH2:16][CH2:17][CH2:18][CH2:19][CH3:20])=[CH:10][CH:9]=1)=[N+:2]=[N-:3].